This data is from Reaction yield outcomes from USPTO patents with 853,638 reactions. The task is: Predict the reaction yield, written as a fraction of the theoretical maximum amount of product (1.0 means a 100% yield; for example, 0.34 means a 34% yield). (1) The reactants are C1CCN(CCCN2CC3C4C=CC(F)=CC=4C(NC=3CC2)=O)CC1.[CH2:26]([N:33]1[C:41]2[CH:40]=[CH:39][CH:38]=[C:37]([C:42]([O:44]C)=[O:43])[C:36]=2[C:35]([CH2:46][CH2:47][NH:48][C@H:49]2[CH:54]3[CH2:55][CH2:56][N:51]([CH2:52][CH2:53]3)[CH2:50]2)=[N:34]1)[C:27]1[CH:32]=[CH:31][CH:30]=[CH:29][CH:28]=1.O.[OH-].[Li+:59]. No catalyst specified. The product is [CH2:26]([N:33]1[C:41]2[CH:40]=[CH:39][CH:38]=[C:37]([C:42]([O-:44])=[O:43])[C:36]=2[C:35]([CH2:46][CH2:47][NH:48][C@H:49]2[CH:54]3[CH2:55][CH2:56][N:51]([CH2:52][CH2:53]3)[CH2:50]2)=[N:34]1)[C:27]1[CH:28]=[CH:29][CH:30]=[CH:31][CH:32]=1.[Li+:59]. The yield is 1.00. (2) The product is [Cl:13][C:14]1[CH:19]=[CH:18][C:17]([NH:20][C:21]2[N:29]=[C:28]([N:30]3[C:9]([CH2:8][O:7][CH:2]4[CH2:3][CH2:4][CH2:5][CH2:6][O:1]4)=[CH:10][C:11]([CH3:33])=[N:31]3)[N:27]=[C:26]3[C:22]=2[N:23]=[CH:24][N:25]3[CH3:32])=[CH:16][CH:15]=1. No catalyst specified. The yield is 0.120. The reactants are [O:1]1[CH2:6][CH2:5][CH2:4][CH2:3][CH:2]1[O:7][C:8]#[C:9][C:10](=O)[CH3:11].[Cl:13][C:14]1[CH:19]=[CH:18][C:17]([NH:20][C:21]2[N:29]=[C:28]([NH:30][NH2:31])[N:27]=[C:26]3[C:22]=2[N:23]=[CH:24][N:25]3[CH3:32])=[CH:16][CH:15]=1.[CH2:33](O)C.